From a dataset of Experimentally validated miRNA-target interactions with 360,000+ pairs, plus equal number of negative samples. Binary Classification. Given a miRNA mature sequence and a target amino acid sequence, predict their likelihood of interaction. (1) The protein sequence of the target gene is MGFNLTLAKLPNNELHGQESHNSGNRSDGPGKNTTLHNEFDTIVLPVLYLIIFVASILLNGLAVWIFFHIRNKTSFIFYLKNIVVADLIMTLTFPFRIVHDAGFGPWYFKFILCRYTSVLFYANMYTSIVFLGLISIDRYLKVVKPFGDSRMYSITFTKVLSVCVWVIMAVLSLPNIILTNGQPTEDNIHDCSKLKSPLGVKWHTAVTYVNSCLFVAVLVILIGCYIAISRYIHKSSRQFISQSSRKRKHNQSIRVVVAVFFTCFLPYHLCRIPFTFSHLDRLLDESAQKILYYCKEITL.... Result: 0 (no interaction). The miRNA is hsa-miR-6859-3p with sequence UGACCCCCAUGUCGCCUCUGUAG. (2) The miRNA is mmu-miR-21a-3p with sequence CAACAGCAGUCGAUGGGCUGUC. The protein sequence of the target gene is MVSWIWRRLRGKKRSVMAFCLLMVLSAVAVIHFPPGHPASTPGLNPMEPRGEVGASDPRIQQTLNSSLRQPARNLGHWTGQALPRNPILVCAKKQSRRRQVDRSRHPLSVRRDAILSAQDRELLLEGEVRDAGGAALGQPGHNGLVQETQSKTVTMVVPLTERSHESFQAQRDTAAASFRPWPADGRDPLPGAKNGVLTGGKAGSATSGSEAPWWSSSAEDLQKSPWCGTETPGLAGTAAWGQVPPWFMEHDAQTLRLLVHGKVVGKARVPAHGQVLQVGLSAGDALQDISPLRLSQFCS.... Result: 0 (no interaction). (3) The miRNA is hsa-miR-4280 with sequence GAGUGUAGUUCUGAGCAGAGC. The protein sequence of the target gene is MAPAKKREKDSNPDGSAANGIIGLTHGAPDASNAGSTVPPTAEGQVKLNGHQQEQELFLQAFEKPTQIYRYLRNRHETNPIFLNRTLSYMKERMSRNNKKRISFQVNSMLESITQKSEAVSQNYLHVIYDSLHEKLPARLDNESGEDLLQEQLLCEAGESVSVETTLYKITRSKRKDSTLDFQELLSKCSQIVYNPKDRVGEHATISIPLQTMRPMGEQHTLYKLLFRIKVLSPSTCNDENAETPPNKRSRPNEKMFGSELILYEKSSGFITEGEYEAMLQPLNSTSIKSFSPKKCTWET.... Result: 0 (no interaction). (4) The miRNA is hsa-miR-1468-5p with sequence CUCCGUUUGCCUGUUUCGCUG. The protein sequence of the target gene is MANCSQEELDEEFEQFMKELSDDSFENSDKTARQSKKEMKKKDTVPWWITEDDFKDDGLLGTNVSYLKTKKTSQPVMEIEEESAEKIQFLKSSGTSLLSTDSLETNELVVSELNHSSLGVGLDTLEEQEEKEQFFARLEKGLTSSIDYSRLNKELDSNDSTHFKALHSNQANAELTDDEHENESKHEELAENYSDDFEDEYVGAPLTTKDEEMPSKENSKSEKISVPKQEEEKTGMLANVVLLDSLDSVAEVNLDEQDKITPKPRCLPEMTENEMTGTGVSYGQSSSDVEALHQAYCHIA.... Result: 0 (no interaction). (5) The miRNA is hsa-miR-3924 with sequence AUAUGUAUAUGUGACUGCUACU. The protein sequence of the target gene is MPDHDSTALLSRQTKRRRVDIGVKRTVGTASAFFAKARATFFSAMNPQGSEQDVEYSVVQHADGEKSNVLRKLLKRANSYEDAMMPFPGATIISQLLKNNMNKNGGTEPSFQASGLSSTGSEVHQEDICSNSSRDSPPECLSPFGRPTMSQFDMDRLCDEHLRAKRARVENIIRGMSHSPSVALRGNENEREMAPQSVSPRESYRENKRKQKLPQQQQQSFQQLVSARKEQKREERRQLKQQLEDMQKQLRQLQEKFYQIYDSTDSENDEDGNLSEDSMRSEILDARAQDSVGRSDNEMC.... Result: 1 (interaction). (6) The miRNA is hsa-miR-503-5p with sequence UAGCAGCGGGAACAGUUCUGCAG. The protein sequence of the target gene is MGSPRSALSCLLLHLLVLCLQAQEGPGRGPALGRELASLFRAGREPQGVSQQHVREQSLVTDQLSRRLIRTYQLYSRTSGKHVQVLANKRINAMAEDGDPFAKLIVETDTFGSRVRVRGAETGLYICMNKKGKLIAKSNGKGKDCVFTEIVLENNYTALQNAKYEGWYMAFTRKGRPRKGSKTRQHQREVHFMKRLPRGHHTTEQSLRFEFLNYPPFTRSLRGSQRTWAPEPR. Result: 1 (interaction).